Predict the reaction yield, written as a fraction of the theoretical maximum amount of product (1.0 means a 100% yield; for example, 0.34 means a 34% yield). From a dataset of Reaction yield outcomes from USPTO patents with 853,638 reactions. (1) The reactants are [OH:1][C:2]1[CH:11]=[CH:10][C:5]([C:6]([O:8][CH3:9])=[O:7])=[CH:4][C:3]=1[C:12]([O:14][CH3:15])=[O:13].C(N(CC)CC)C.[S:23](O[S:23]([C:26]([F:29])([F:28])[F:27])(=[O:25])=[O:24])([C:26]([F:29])([F:28])[F:27])(=[O:25])=[O:24]. The catalyst is C(Cl)Cl. The product is [F:27][C:26]([F:29])([F:28])[S:23]([O:1][C:2]1[CH:11]=[CH:10][C:5]([C:6]([O:8][CH3:9])=[O:7])=[CH:4][C:3]=1[C:12]([O:14][CH3:15])=[O:13])(=[O:25])=[O:24]. The yield is 0.930. (2) The reactants are [F:1][C:2]1[CH:3]=[C:4]([N:38]2[CH2:42][CH:41]([CH2:43][NH:44][C:45](=[O:47])[CH3:46])[O:40][C:39]2=[O:48])[CH:5]=[CH:6][C:7]=1[C:8]1[N:9]=[N:10][N:11]([CH2:13][C:14]2[N:15]=[CH:16][N:17](C(C3C=CC=CC=3)(C3C=CC=CC=3)C3C=CC=CC=3)[CH:18]=2)[CH:12]=1.FC(F)(F)C(O)=O. The catalyst is ClCCl. The product is [F:1][C:2]1[CH:3]=[C:4]([N:38]2[CH2:42][C@H:41]([CH2:43][NH:44][C:45](=[O:47])[CH3:46])[O:40][C:39]2=[O:48])[CH:5]=[CH:6][C:7]=1[C:8]1[N:9]=[N:10][N:11]([CH2:13][C:14]2[N:15]=[CH:16][NH:17][CH:18]=2)[CH:12]=1. The yield is 0.720.